Dataset: NCI-60 drug combinations with 297,098 pairs across 59 cell lines. Task: Regression. Given two drug SMILES strings and cell line genomic features, predict the synergy score measuring deviation from expected non-interaction effect. (1) Drug 1: C1CCN(CC1)CCOC2=CC=C(C=C2)C(=O)C3=C(SC4=C3C=CC(=C4)O)C5=CC=C(C=C5)O. Drug 2: CN1CCC(CC1)COC2=C(C=C3C(=C2)N=CN=C3NC4=C(C=C(C=C4)Br)F)OC. Cell line: SK-MEL-2. Synergy scores: CSS=-6.31, Synergy_ZIP=2.37, Synergy_Bliss=-2.31, Synergy_Loewe=-7.04, Synergy_HSA=-5.88. (2) Drug 1: C1=CN(C=N1)CC(O)(P(=O)(O)O)P(=O)(O)O. Drug 2: C1CCC(C(C1)N)N.C(=O)(C(=O)[O-])[O-].[Pt+4]. Cell line: IGROV1. Synergy scores: CSS=19.5, Synergy_ZIP=-7.12, Synergy_Bliss=-3.11, Synergy_Loewe=-2.27, Synergy_HSA=-0.532. (3) Cell line: CAKI-1. Drug 2: C1=NC2=C(N1)C(=S)N=CN2. Drug 1: CC1=CC2C(CCC3(C2CCC3(C(=O)C)OC(=O)C)C)C4(C1=CC(=O)CC4)C. Synergy scores: CSS=9.38, Synergy_ZIP=-9.28, Synergy_Bliss=-14.2, Synergy_Loewe=-58.1, Synergy_HSA=-17.2. (4) Drug 1: C(CC(=O)O)C(=O)CN.Cl. Drug 2: N.N.Cl[Pt+2]Cl. Cell line: PC-3. Synergy scores: CSS=58.1, Synergy_ZIP=-2.61, Synergy_Bliss=0.0468, Synergy_Loewe=-23.1, Synergy_HSA=3.37. (5) Cell line: SF-539. Drug 2: CC1=C(C(=CC=C1)Cl)NC(=O)C2=CN=C(S2)NC3=CC(=NC(=N3)C)N4CCN(CC4)CCO. Drug 1: CS(=O)(=O)C1=CC(=C(C=C1)C(=O)NC2=CC(=C(C=C2)Cl)C3=CC=CC=N3)Cl. Synergy scores: CSS=19.4, Synergy_ZIP=-1.26, Synergy_Bliss=4.68, Synergy_Loewe=-10.9, Synergy_HSA=5.95. (6) Cell line: RPMI-8226. Drug 2: CC1=C(C=C(C=C1)C(=O)NC2=CC(=CC(=C2)C(F)(F)F)N3C=C(N=C3)C)NC4=NC=CC(=N4)C5=CN=CC=C5. Drug 1: C1=C(C(=O)NC(=O)N1)F. Synergy scores: CSS=70.8, Synergy_ZIP=-9.06, Synergy_Bliss=-19.6, Synergy_Loewe=-21.9, Synergy_HSA=-21.4. (7) Drug 1: C1=CC(=CC=C1CCC2=CNC3=C2C(=O)NC(=N3)N)C(=O)NC(CCC(=O)O)C(=O)O. Drug 2: CC1C(C(CC(O1)OC2CC(CC3=C2C(=C4C(=C3O)C(=O)C5=C(C4=O)C(=CC=C5)OC)O)(C(=O)C)O)N)O.Cl. Cell line: NCI-H522. Synergy scores: CSS=15.2, Synergy_ZIP=-10.5, Synergy_Bliss=-14.8, Synergy_Loewe=-21.4, Synergy_HSA=-12.6.